From a dataset of Reaction yield outcomes from USPTO patents with 853,638 reactions. Predict the reaction yield, written as a fraction of the theoretical maximum amount of product (1.0 means a 100% yield; for example, 0.34 means a 34% yield). The reactants are [N:1]1[CH:6]=[CH:5][N:4]=[CH:3][C:2]=1[C:7]1[CH:8]=[C:9]([CH2:13]O)[CH:10]=[CH:11][CH:12]=1.P(Br)(Br)[Br:16]. The catalyst is C1COCC1. The product is [Br:16][CH2:13][C:9]1[CH:8]=[C:7]([C:2]2[CH:3]=[N:4][CH:5]=[CH:6][N:1]=2)[CH:12]=[CH:11][CH:10]=1. The yield is 0.750.